This data is from Forward reaction prediction with 1.9M reactions from USPTO patents (1976-2016). The task is: Predict the product of the given reaction. (1) Given the reactants [ClH:1].Cl.FC1C=CC(C2C=NC(N3CCNCC3)=NC=2)=CC=1.C(OC([N:29]1[CH2:34][CH2:33][N:32]([C:35]2[N:40]=[CH:39][C:38]([C:41]3[CH:46]=[CH:45][C:44]([Cl:47])=[C:43]([Cl:48])[CH:42]=3)=[CH:37][N:36]=2)[CH2:31][CH2:30]1)=O)(C)(C)C, predict the reaction product. The product is: [ClH:47].[ClH:1].[Cl:48][C:43]1[CH:42]=[C:41]([C:38]2[CH:37]=[N:36][C:35]([N:32]3[CH2:31][CH2:30][NH:29][CH2:34][CH2:33]3)=[N:40][CH:39]=2)[CH:46]=[CH:45][C:44]=1[Cl:47]. (2) Given the reactants C(=O)([O-])[O-].[K+].[K+].[F:7][C:8]1[C:18]2[CH2:17][CH:16]=[CH:15][C:14](=[O:19])[NH:13][C:12]=2[C:11]([F:20])=[CH:10][C:9]=1[F:21].Br[C:23]1C(F)=C(F)C=C(F)[C:24]=1N.CNCCNC.C(Br)=C, predict the reaction product. The product is: [F:7][C:8]1[C:18]2[CH2:17][CH2:16][CH2:15][C:14](=[O:19])[N:13]([CH:23]=[CH2:24])[C:12]=2[C:11]([F:20])=[CH:10][C:9]=1[F:21]. (3) Given the reactants Br[C:2]1[C:3]([O:17][CH3:18])=[C:4]([C:13]([O:15][CH3:16])=[O:14])[C:5]2[N:6]=[CH:7][C:8](Cl)=[N:9][C:10]=2[CH:11]=1.[C:19]1(B(O)O)[CH:24]=[CH:23][CH:22]=[CH:21][CH:20]=1.C(=O)([O-])[O-].[K+].[K+], predict the reaction product. The product is: [CH3:18][O:17][C:3]1[C:2]([C:19]2[CH:24]=[CH:23][CH:22]=[CH:21][CH:20]=2)=[CH:11][C:10]2[N:9]=[C:8]([C:2]3[CH:3]=[CH:4][CH:5]=[CH:10][CH:11]=3)[CH:7]=[N:6][C:5]=2[C:4]=1[C:13]([O:15][CH3:16])=[O:14]. (4) Given the reactants [CH2:1]([N:4]1[C:12]2[C:7](=[CH:8][CH:9]=[CH:10][CH:11]=2)[CH:6]=[C:5]1[C:13]([O:15]CC)=[O:14])[CH:2]=[CH2:3].[OH-].[K+].O1CCOCC1, predict the reaction product. The product is: [CH2:1]([N:4]1[C:12]2[C:7](=[CH:8][CH:9]=[CH:10][CH:11]=2)[CH:6]=[C:5]1[C:13]([OH:15])=[O:14])[CH:2]=[CH2:3]. (5) Given the reactants [Cl:1][C:2]1[CH:7]=[C:6]2[NH:8][C:9](=[O:27])[C:10]3([CH:15]([CH:16]([CH3:18])[CH3:17])[CH2:14][C:13](=O)[NH:12][CH:11]3[C:20]3[CH:25]=[CH:24][CH:23]=[C:22]([Cl:26])[CH:21]=3)[C:5]2=[CH:4][CH:3]=1.COC1C=CC(P2(=S)SP(=S)(C3C=CC(OC)=CC=3)[S:37]2)=CC=1, predict the reaction product. The product is: [Cl:1][C:2]1[CH:7]=[C:6]2[NH:8][C:9](=[O:27])[C:10]3([CH:15]([CH:16]([CH3:18])[CH3:17])[CH2:14][C:13](=[S:37])[NH:12][CH:11]3[C:20]3[CH:25]=[CH:24][CH:23]=[C:22]([Cl:26])[CH:21]=3)[C:5]2=[CH:4][CH:3]=1.